Predict the reactants needed to synthesize the given product. From a dataset of Full USPTO retrosynthesis dataset with 1.9M reactions from patents (1976-2016). (1) Given the product [CH3:6][NH:7][CH:8]([C:32]1[CH:33]=[CH:34][C:35]([O:38][CH2:39][CH2:40][O:41][CH:42]2[CH2:47][CH2:46][CH2:45][CH2:44][O:43]2)=[CH:36][CH:37]=1)[CH2:9][N:10]1[CH2:14][CH2:13][C@@H:12]([O:15][CH2:16][CH2:17][O:18][CH2:19][CH2:20][O:21][CH2:22][CH2:23][O:24][CH:25]2[CH2:30][CH2:29][CH2:28][CH2:27][O:26]2)[CH2:11]1, predict the reactants needed to synthesize it. The reactants are: C(O[C:6](=O)[NH:7][CH:8]([C:32]1[CH:37]=[CH:36][C:35]([O:38][CH2:39][CH2:40][O:41][CH:42]2[CH2:47][CH2:46][CH2:45][CH2:44][O:43]2)=[CH:34][CH:33]=1)[C:9](=O)[N:10]1[CH2:14][CH2:13][C@@H:12]([O:15][CH2:16][CH2:17][O:18][CH2:19][CH2:20][O:21][CH2:22][CH2:23][O:24][CH:25]2[CH2:30][CH2:29][CH2:28][CH2:27][O:26]2)[CH2:11]1)(C)(C)C.[H-].[Al+3].[Li+].[H-].[H-].[H-].C(=O)([O-])[O-].[Na+].[Na+].C(OCC)(=O)C. (2) Given the product [C:77]([CH2:79][C:80]([N:4]1[CH2:5][CH2:6][C@H:7]([O:8][C:9]2[CH:16]=[CH:15][C:14]([C:17]3[N:22]=[C:21]([NH:23][C:24]4[CH:29]=[CH:28][C:27]([N:30]5[CH2:35][CH2:34][CH:33]([N:36]6[CH2:41][CH2:40][O:39][CH2:38][CH2:37]6)[CH2:32][CH2:31]5)=[C:26]([O:42][CH3:43])[CH:25]=4)[N:20]=[CH:19][N:18]=3)=[CH:13][C:10]=2[C:11]#[N:12])[C@H:2]([F:1])[CH2:3]1)=[O:81])#[N:78], predict the reactants needed to synthesize it. The reactants are: [F:1][C@H:2]1[C@@H:7]([O:8][C:9]2[CH:16]=[CH:15][C:14]([C:17]3[N:22]=[C:21]([NH:23][C:24]4[CH:29]=[CH:28][C:27]([N:30]5[CH2:35][CH2:34][CH:33]([N:36]6[CH2:41][CH2:40][O:39][CH2:38][CH2:37]6)[CH2:32][CH2:31]5)=[C:26]([O:42][CH3:43])[CH:25]=4)[N:20]=[CH:19][N:18]=3)=[CH:13][C:10]=2[C:11]#[N:12])[CH2:6][CH2:5][NH:4][CH2:3]1.C(N(CC)C(C)C)(C)C.CN(C(ON1N=NC2C=CC=NC1=2)=[N+](C)C)C.F[P-](F)(F)(F)(F)F.[C:77]([CH2:79][C:80](O)=[O:81])#[N:78]. (3) The reactants are: [CH3:1][C:2]1([CH3:35])[CH:7]=[C:6]([C:8]2[S:9][C:10]([C:13]3[CH:18]=[C:17]([NH:19][C:20]4[N:25]=[C:24]([C:26]([F:29])([F:28])[F:27])[CH:23]=[CH:22][N:21]=4)[CH:16]=[C:15]([CH3:30])[CH:14]=3)=[CH:11][N:12]=2)[CH2:5][CH2:4][CH:3]1[C:31]([O:33][CH3:34])=[O:32].[H][H]. Given the product [CH3:1][C:2]1([CH3:35])[CH2:7][CH:6]([C:8]2[S:9][C:10]([C:13]3[CH:18]=[C:17]([NH:19][C:20]4[N:25]=[C:24]([C:26]([F:28])([F:29])[F:27])[CH:23]=[CH:22][N:21]=4)[CH:16]=[C:15]([CH3:30])[CH:14]=3)=[CH:11][N:12]=2)[CH2:5][CH2:4][CH:3]1[C:31]([O:33][CH3:34])=[O:32], predict the reactants needed to synthesize it. (4) Given the product [CH3:23][O:22][C:21]1[C:2]([C:36]2[CH:37]=[CH:38][CH:39]=[CH:40][C:35]=2[O:34][CH3:33])=[CH:3][C:4]2[C:10]([C:11]3[CH:12]=[C:13]([CH:16]=[CH:17][CH:18]=3)[C:14]#[N:15])=[N:9][CH2:8][C:7](=[O:19])[NH:6][C:5]=2[CH:20]=1, predict the reactants needed to synthesize it. The reactants are: Br[C:2]1[C:21]([O:22][CH3:23])=[CH:20][C:5]2[NH:6][C:7](=[O:19])[CH2:8][N:9]=[C:10]([C:11]3[CH:12]=[C:13]([CH:16]=[CH:17][CH:18]=3)[C:14]#[N:15])[C:4]=2[CH:3]=1.C1(B(O)O)C=CC=CC=1.[CH3:33][O:34][C:35]1[CH:40]=[CH:39][CH:38]=[CH:37][C:36]=1B(O)O. (5) Given the product [O:1]=[C:2]1[C:11]2[C:6](=[C:7]([NH:26][C:24](=[O:25])[O:35][C:31]([CH3:34])([CH3:33])[CH3:32])[CH:8]=[C:9]([O:12][CH:13]([CH3:14])[CH3:15])[CH:10]=2)[CH2:5][CH2:4][NH:3]1, predict the reactants needed to synthesize it. The reactants are: [O:1]=[C:2]1[C:11]2[CH:10]=[C:9]([O:12][CH:13]([CH3:15])[CH3:14])[CH:8]=[C:7](C(O)=O)[C:6]=2[CH2:5][CH2:4][NH:3]1.C1N=CN([C:24]([N:26]2C=NC=C2)=[O:25])C=1.[C:31]([OH:35])([CH3:34])([CH3:33])[CH3:32]. (6) Given the product [CH3:38][O:39][C:40](=[O:45])[CH:41]([NH:42][C:23](=[O:24])[CH:22]([N:8]1[CH2:9][CH2:10][CH2:11][C:12]2[CH:17]=[C:16]([O:18][CH3:19])[C:15]([O:20][CH3:21])=[CH:14][C:13]=2[CH:7]1[CH2:6][C:5]1[CH:32]=[CH:33][C:34]([O:35][CH3:36])=[C:3]([O:2][CH3:1])[CH:4]=1)[C:26]1[CH:31]=[CH:30][CH:29]=[CH:28][CH:27]=1)[CH2:43][OH:44], predict the reactants needed to synthesize it. The reactants are: [CH3:1][O:2][C:3]1[CH:4]=[C:5]([CH:32]=[CH:33][C:34]=1[O:35][CH3:36])[CH2:6][CH:7]1[C:13]2[CH:14]=[C:15]([O:20][CH3:21])[C:16]([O:18][CH3:19])=[CH:17][C:12]=2[CH2:11][CH2:10][CH2:9][N:8]1[CH:22]([C:26]1[CH:31]=[CH:30][CH:29]=[CH:28][CH:27]=1)[C:23](O)=[O:24].Cl.[CH3:38][O:39][C:40](=[O:45])[C@H:41]([CH2:43][OH:44])[NH2:42]. (7) Given the product [CH3:20][N:3]1[CH:4]=[CH:5][S:1]/[C:2]/1=[N:6]\[CH:7]1[CH2:8][CH2:9][N:10]([C:13]([O:15][C:16]([CH3:19])([CH3:18])[CH3:17])=[O:14])[CH2:11][CH2:12]1, predict the reactants needed to synthesize it. The reactants are: [S:1]1[CH:5]=[CH:4][N:3]=[C:2]1[NH:6][CH:7]1[CH2:12][CH2:11][N:10]([C:13]([O:15][C:16]([CH3:19])([CH3:18])[CH3:17])=[O:14])[CH2:9][CH2:8]1.[CH3:20]I.